Dataset: Reaction yield outcomes from USPTO patents with 853,638 reactions. Task: Predict the reaction yield, written as a fraction of the theoretical maximum amount of product (1.0 means a 100% yield; for example, 0.34 means a 34% yield). (1) The reactants are Cl[CH2:2][C:3]1[CH:4]=[CH:5][C:6]([O:11][C:12]2[CH:17]=[CH:16][C:15]([C:18]([F:21])([F:20])[F:19])=[CH:14][N:13]=2)=[C:7]([CH:10]=1)[C:8]#[N:9].[CH3:22][N:23]1[CH:27]=[C:26]([CH2:28][C:29]2[C:30](=[O:36])[NH:31][C:32](=[S:35])[NH:33][CH:34]=2)[CH:25]=[N:24]1.CCN(C(C)C)C(C)C. The catalyst is C(Cl)(Cl)Cl. The product is [CH3:22][N:23]1[CH:27]=[C:26]([CH2:28][C:29]2[C:30](=[O:36])[N:31]=[C:32]([S:35][CH2:2][C:3]3[CH:4]=[CH:5][C:6]([O:11][C:12]4[CH:17]=[CH:16][C:15]([C:18]([F:21])([F:20])[F:19])=[CH:14][N:13]=4)=[C:7]([CH:10]=3)[C:8]#[N:9])[NH:33][CH:34]=2)[CH:25]=[N:24]1. The yield is 0.420. (2) The reactants are C(OC([C@H:8]1[NH:13][C:12]([CH3:18])([C:14]([NH:16][NH2:17])=[O:15])[CH2:11][C:10](=[O:19])[N:9]1[CH3:20])=O)(C)(C)C.[Cl:21][C:22]1[CH:23]=[C:24]([N:28]=[C:29]=O)[CH:25]=[CH:26][CH:27]=1.S(Cl)(C1C=CC(C)=CC=1)(=O)=O.CC[N:44](CC)CC. The catalyst is C(Cl)Cl.CN(C1C=CN=CC=1)C. The product is [Cl:21][C:22]1[CH:23]=[C:24]([NH:28][C:29]2[O:15][C:14]([C@@:12]3([CH3:18])[NH:13][C:8](=[NH:44])[N:9]([CH3:20])[C:10](=[O:19])[CH2:11]3)=[N:16][N:17]=2)[CH:25]=[CH:26][CH:27]=1. The yield is 0.100. (3) The reactants are ClC(Cl)(Cl)C(Cl)(Cl)Cl.[F:9][C:10]1[CH:11]=[CH:12][C:13]([NH:16][NH:17][C:18]([C@@H:20]2[CH2:25][CH2:24][CH2:23][CH2:22][N:21]2[CH3:26])=O)=[N:14][CH:15]=1.C(N(CC)CC)C.C1(P(C2C=CC=CC=2)C2C=CC=CC=2)C=CC=CC=1. The catalyst is C1COCC1.CO. The product is [F:9][C:10]1[CH:11]=[CH:12][C:13]2[N:14]([C:18]([C@@H:20]3[CH2:25][CH2:24][CH2:23][CH2:22][N:21]3[CH3:26])=[N:17][N:16]=2)[CH:15]=1. The yield is 0.420.